Task: Binary Classification. Given a T-cell receptor sequence (or CDR3 region) and an epitope sequence, predict whether binding occurs between them.. Dataset: TCR-epitope binding with 47,182 pairs between 192 epitopes and 23,139 TCRs (1) The epitope is MMISAGFSL. The TCR CDR3 sequence is CASSLVLEGFSDEQYF. Result: 0 (the TCR does not bind to the epitope). (2) The epitope is IVTDFSVIK. The TCR CDR3 sequence is CASSPVTGNTEAFF. Result: 0 (the TCR does not bind to the epitope). (3) The epitope is KLWAQCVQL. The TCR CDR3 sequence is CASSSGVWTEAFF. Result: 1 (the TCR binds to the epitope).